Predict the reactants needed to synthesize the given product. From a dataset of Full USPTO retrosynthesis dataset with 1.9M reactions from patents (1976-2016). (1) Given the product [CH3:1][C:2]1[N:3]=[C:4]([C:13]2[CH:18]=[CH:17][CH:16]=[CH:15][CH:14]=2)[O:5][C:6]=1[CH2:7][CH2:8][OH:9], predict the reactants needed to synthesize it. The reactants are: [CH3:1][C:2]1[N:3]=[C:4]([C:13]2[CH:18]=[CH:17][CH:16]=[CH:15][CH:14]=2)[O:5][C:6]=1[CH2:7][C:8](OCC)=[O:9].[Li+].[BH4-].Cl. (2) Given the product [CH2:1]([C:3]1([C:9]([OH:11])=[O:10])[CH2:4][C:5]([F:7])([F:8])[CH2:6]1)[CH3:2], predict the reactants needed to synthesize it. The reactants are: [CH2:1]([C:3]1([C:9]([O:11]CC2C=CC=CC=2)=[O:10])[CH2:6][C:5]([F:8])([F:7])[CH2:4]1)[CH3:2].[OH-].[Na+]. (3) Given the product [Cl:1][C:2]1[C:3]2[C:17]([C:18]#[C:19][CH2:20][N:21]([CH2:26][CH:27]([CH3:29])[CH3:28])[CH2:22][CH:23]([CH3:25])[CH3:24])=[CH:16][N:15]([CH2:30][C:31]3[C:36]([CH3:37])=[C:35]([O:38][CH3:39])[C:34]([CH3:40])=[CH:33][N:32]=3)[C:4]=2[N:5]=[C:6]([NH2:8])[N:7]=1, predict the reactants needed to synthesize it. The reactants are: [Cl:1][C:2]1[C:3]2[C:17]([C:18]#[C:19][CH2:20][N:21]([CH2:26][CH:27]([CH3:29])[CH3:28])[CH2:22][CH:23]([CH3:25])[CH3:24])=[CH:16][N:15]([CH2:30][C:31]3[C:36]([CH3:37])=[C:35]([O:38][CH3:39])[C:34]([CH3:40])=[CH:33][N:32]=3)[C:4]=2[N:5]=[C:6]([NH:8]C(=O)C(C)(C)C)[N:7]=1. (4) Given the product [CH3:12][N:13]([CH:15]=[N:9][C:7]([C:4]1[S:5][CH:6]=[C:2]([Br:1])[CH:3]=1)=[O:8])[CH3:14], predict the reactants needed to synthesize it. The reactants are: [Br:1][C:2]1[CH:3]=[C:4]([C:7]([NH2:9])=[O:8])[S:5][CH:6]=1.CO[CH:12](OC)[N:13]([CH3:15])[CH3:14]. (5) Given the product [O:16]=[C:11]1[CH2:10][CH:9]([CH:7]=[O:2])[C:13]2([CH2:15][CH2:14]2)[NH:12]1, predict the reactants needed to synthesize it. The reactants are: I([O-])(=O)(=O)=[O:2].[Na+].[CH:7]([CH:9]1[C:13]2([CH2:15][CH2:14]2)[NH:12][C:11](=[O:16])[CH2:10]1)=C.